This data is from Forward reaction prediction with 1.9M reactions from USPTO patents (1976-2016). The task is: Predict the product of the given reaction. (1) Given the reactants [C:1]([C:5]1[CH:9]=[C:8]([NH:10][C:11]([NH:13][C:14]2[CH:19]=[C:18]([N:20]3[CH2:29][C:28]4[C:23](=[N:24][C:25](SC)=[N:26][CH:27]=4)[N:22]([CH3:32])[C:21]3=[O:33])[C:17]([CH3:34])=[CH:16][C:15]=2[F:35])=[O:12])[N:7]([C:36]2[CH:37]=[C:38]3[C:43](=[CH:44][CH:45]=2)[N:42]=[CH:41][CH:40]=[CH:39]3)[N:6]=1)([CH3:4])([CH3:3])[CH3:2].C1C=C(Cl)C=C(C(OO)=O)C=1.[CH3:57][NH2:58], predict the reaction product. The product is: [C:1]([C:5]1[CH:9]=[C:8]([NH:10][C:11]([NH:13][C:14]2[CH:19]=[C:18]([N:20]3[CH2:29][C:28]4[C:23](=[N:24][C:25]([NH:58][CH3:57])=[N:26][CH:27]=4)[N:22]([CH3:32])[C:21]3=[O:33])[C:17]([CH3:34])=[CH:16][C:15]=2[F:35])=[O:12])[N:7]([C:36]2[CH:37]=[C:38]3[C:43](=[CH:44][CH:45]=2)[N:42]=[CH:41][CH:40]=[CH:39]3)[N:6]=1)([CH3:4])([CH3:3])[CH3:2]. (2) The product is: [C:12]([C:11]1[CH:14]=[CH:15][C:8]([N:4]2[CH:5]=[CH:6][CH:7]=[C:3]2[CH:1]=[CH:22][C:17]([O:19][CH2:20][CH3:21])=[O:18])=[C:9]([CH3:16])[CH:10]=1)#[N:13]. Given the reactants [CH:1]([C:3]1[N:4]([C:8]2[CH:15]=[CH:14][C:11]([C:12]#[N:13])=[CH:10][C:9]=2[CH3:16])[CH:5]=[CH:6][CH:7]=1)=O.[C:17]([CH:22]=P(C1C=CC=CC=1)(C1C=CC=CC=1)C1C=CC=CC=1)([O:19][CH2:20][CH3:21])=[O:18], predict the reaction product. (3) Given the reactants [BH4-].[Na+].[Cl:3][C:4]1[CH:5]=[N:6][CH:7]=[C:8]([CH:13]=1)[C:9](OC)=[O:10], predict the reaction product. The product is: [Cl:3][C:4]1[CH:13]=[C:8]([CH2:9][OH:10])[CH:7]=[N:6][CH:5]=1. (4) The product is: [CH2:1]([C@H:8]1[C@@H:12]([C@H:13]2[CH2:17][C@@H:16]([OH:18])[CH2:15][N:14]2[C:26]([O:28][C:29]([CH3:30])([CH3:31])[CH3:32])=[O:27])[O:11][C:10]([CH3:34])([CH3:33])[N:9]1[C:35]([O:37][CH2:38][CH2:39][Si:40]([CH3:43])([CH3:42])[CH3:41])=[O:36])[C:2]1[CH:7]=[CH:6][CH:5]=[CH:4][CH:3]=1. Given the reactants [CH2:1]([C@H:8]1[C@@H:12]([C@H:13]2[CH2:17][C@@H:16]([O:18]CC3C=CC=CC=3)[CH2:15][N:14]2[C:26]([O:28][C:29]([CH3:32])([CH3:31])[CH3:30])=[O:27])[O:11][C:10]([CH3:34])([CH3:33])[N:9]1[C:35]([O:37][CH2:38][CH2:39][Si:40]([CH3:43])([CH3:42])[CH3:41])=[O:36])[C:2]1[CH:7]=[CH:6][CH:5]=[CH:4][CH:3]=1, predict the reaction product. (5) Given the reactants [CH2:1]([O:8][C:9]1[CH:10]=[C:11]([C:23]2[CH:28]=[CH:27][C:26]([C:29]([OH:31])=[O:30])=[CH:25][CH:24]=2)[CH:12]=[CH:13][C:14]=1[O:15][CH2:16][C:17]1[CH:22]=[CH:21][CH:20]=[CH:19][CH:18]=1)[C:2]1[CH:7]=[CH:6][CH:5]=[CH:4][CH:3]=1.C(=O)([O-])[O-].[K+].[K+].Br[CH2:39][CH2:40][O:41][CH2:42][C:43]1[CH:48]=[CH:47][CH:46]=[CH:45][CH:44]=1, predict the reaction product. The product is: [CH2:42]([O:41][CH2:40][CH2:39][O:30][C:29]([C:26]1[CH:27]=[CH:28][C:23]([C:11]2[CH:12]=[CH:13][C:14]([O:15][CH2:16][C:17]3[CH:22]=[CH:21][CH:20]=[CH:19][CH:18]=3)=[C:9]([O:8][CH2:1][C:2]3[CH:7]=[CH:6][CH:5]=[CH:4][CH:3]=3)[CH:10]=2)=[CH:24][CH:25]=1)=[O:31])[C:43]1[CH:48]=[CH:47][CH:46]=[CH:45][CH:44]=1. (6) Given the reactants C([O-])([O-])=O.[K+].[K+].Cl.[NH2:8][C@H:9]1[CH2:14][CH2:13][C@H:12]([OH:15])[CH2:11][CH2:10]1.C(N1[C:25](=[O:26])[C:24]2=[CH:27][CH:28]=[CH:29][CH:30]=[C:23]2[C:22]1=[O:31])(OCC)=O, predict the reaction product. The product is: [OH:15][CH:12]1[CH2:13][CH2:14][CH:9]([N:8]2[C:25](=[O:26])[C:24]3[C:23](=[CH:30][CH:29]=[CH:28][CH:27]=3)[C:22]2=[O:31])[CH2:10][CH2:11]1. (7) Given the reactants [F:1][C:2]1([F:13])[O:6][C:5]2[CH:7]=[C:8]([F:12])[C:9]([NH2:11])=[CH:10][C:4]=2[O:3]1.[N:14]([O-])=O.[Na+].[CH3:18][O:19][CH2:20][C:21](=[O:27])[CH2:22][C:23]([O:25][CH3:26])=[O:24].CC([O-])=O.[Na+], predict the reaction product. The product is: [CH3:18][O:19][CH2:20][C:21](=[O:27])[C:22](=[N:14][NH:11][C:9]1[C:8]([F:12])=[CH:7][C:5]2[O:6][C:2]([F:1])([F:13])[O:3][C:4]=2[CH:10]=1)[C:23]([O:25][CH3:26])=[O:24]. (8) Given the reactants [N-:1]=[N+:2]=[N-:3].[Na+].[CH3:5][O:6][C:7]1([O:33][CH3:34])[CH2:12][CH2:11][N:10]([C:13]2[CH:18]=[CH:17][C:16]([N:19]3[CH2:23][C@@H:22]([CH2:24]CS([O-])(=O)=O)[O:21][C:20]3=[O:30])=[CH:15][C:14]=2[F:31])[CH2:9][CH:8]1[F:32], predict the reaction product. The product is: [CH3:34][O:33][C:7]1([O:6][CH3:5])[CH2:12][CH2:11][N:10]([C:13]2[CH:18]=[CH:17][C:16]([N:19]3[CH2:23][C@@H:22]([CH2:24][N:1]=[N+:2]=[N-:3])[O:21][C:20]3=[O:30])=[CH:15][C:14]=2[F:31])[CH2:9][CH:8]1[F:32]. (9) Given the reactants [O:1]1[CH:5]=[CH:4][CH:3]=[C:2]1[CH2:6][N:7]([C:13]([O:15][CH2:16][CH3:17])=[O:14])[CH2:8][CH2:9][C:10]([OH:12])=O.S(Cl)(Cl)=O.[Cl-].[Al+3].[Cl-].[Cl-], predict the reaction product. The product is: [CH2:16]([O:15][C:13]([N:7]1[CH2:8][CH2:9][C:10](=[O:12])[C:3]2[CH:4]=[CH:5][O:1][C:2]=2[CH2:6]1)=[O:14])[CH3:17].